From a dataset of Catalyst prediction with 721,799 reactions and 888 catalyst types from USPTO. Predict which catalyst facilitates the given reaction. (1) Reactant: [C:1]1([C:7]2[CH:12]=[C:11]([C:13]3[N:17]4[CH:18]=[CH:19][C:20]([C:22]5[CH2:23][CH2:24][NH:25][CH2:26][CH:27]=5)=[CH:21][C:16]4=[N:15][CH:14]=3)[CH:10]=[CH:9][N:8]=2)[CH:6]=[CH:5][CH:4]=[CH:3][CH:2]=1. Product: [C:1]1([C:7]2[CH:12]=[C:11]([C:13]3[N:17]4[CH:18]=[CH:19][C:20]([CH:22]5[CH2:23][CH2:24][NH:25][CH2:26][CH2:27]5)=[CH:21][C:16]4=[N:15][CH:14]=3)[CH:10]=[CH:9][N:8]=2)[CH:6]=[CH:5][CH:4]=[CH:3][CH:2]=1. The catalyst class is: 19. (2) Reactant: [C:1](N1C=CC=CC1=O)(N1C=CC=CC1=O)=[S:2].[CH3:17][C:18]1[CH:19]=[C:20]2[C:25](=[C:26]([CH3:28])[CH:27]=1)[CH:24]=[N:23][C:22]([NH2:29])=[CH:21]2. Product: [N:29]([C:22]1[N:23]=[CH:24][C:25]2[C:20]([CH:21]=1)=[CH:19][C:18]([CH3:17])=[CH:27][C:26]=2[CH3:28])=[C:1]=[S:2]. The catalyst class is: 4.